From a dataset of Catalyst prediction with 721,799 reactions and 888 catalyst types from USPTO. Predict which catalyst facilitates the given reaction. (1) Reactant: [C:1]([CH:4]1[CH2:8][CH2:7][N:6]([C:9]([O:11][C:12]([CH3:15])([CH3:14])[CH3:13])=[O:10])[CH2:5]1)(=[S:3])[NH2:2].Cl[CH2:17][C:18](=O)[CH3:19].C(N(CC)CC)C.CCOC(C)=O. Product: [CH3:19][C:18]1[N:2]=[C:1]([CH:4]2[CH2:8][CH2:7][N:6]([C:9]([O:11][C:12]([CH3:15])([CH3:14])[CH3:13])=[O:10])[CH2:5]2)[S:3][CH:17]=1. The catalyst class is: 12. (2) Reactant: [Cl:1][C:2]1[C:11]2[C:6](=[CH:7][CH:8]=[C:9]([C:12]([C:20]3[C:21]([CH3:27])=[N:22][C:23]([CH3:26])=[CH:24][CH:25]=3)([OH:19])[C:13]3[N:17]([CH3:18])[N:16]=[N:15][CH:14]=3)[CH:10]=2)[N:5]=[C:4]([O:28][CH3:29])[C:3]=1[OH:30].O[CH2:32][CH2:33][N:34]1[CH2:39][CH2:38][O:37][CH2:36][CH2:35]1.C1C=CC(P(C2C=CC=CC=2)C2C=CC=CC=2)=CC=1.CC(OC(/N=N/C(OC(C)C)=O)=O)C. Product: [Cl:1][C:2]1[C:11]2[C:6](=[CH:7][CH:8]=[C:9]([C:12]([C:20]3[C:21]([CH3:27])=[N:22][C:23]([CH3:26])=[CH:24][CH:25]=3)([C:13]3[N:17]([CH3:18])[N:16]=[N:15][CH:14]=3)[OH:19])[CH:10]=2)[N:5]=[C:4]([O:28][CH3:29])[C:3]=1[O:30][CH2:32][CH2:33][N:34]1[CH2:39][CH2:38][O:37][CH2:36][CH2:35]1. The catalyst class is: 1. (3) Reactant: [C:1]([C:5]1[CH:9]=[C:8]([NH:10][C:11]([NH:13][C@@H:14]2[C:23]3[C:18](=[CH:19][CH:20]=[CH:21][CH:22]=3)[C@H:17]([O:24][C:25]3[CH:26]=[CH:27][C:28]4[N:29]([C:31]([N:34]5[CH2:39][CH2:38][CH2:37][CH2:36][C@@H:35]5[CH3:40])=[N:32][N:33]=4)[CH:30]=3)[CH2:16][CH2:15]2)=[O:12])[N:7]([C:41]2[C:42]([CH2:53][O:54][Si:55]([CH:62]([CH3:64])[CH3:63])([CH:59]([CH3:61])[CH3:60])[CH:56]([CH3:58])[CH3:57])=[N:43][N:44]([CH2:46][CH2:47]OS(C)(=O)=O)[CH:45]=2)[N:6]=1)([CH3:4])([CH3:3])[CH3:2].[CH3:65][NH:66][CH3:67]. Product: [C:1]([C:5]1[CH:9]=[C:8]([NH:10][C:11]([NH:13][C@@H:14]2[C:23]3[C:18](=[CH:19][CH:20]=[CH:21][CH:22]=3)[C@H:17]([O:24][C:25]3[CH:26]=[CH:27][C:28]4[N:29]([C:31]([N:34]5[CH2:39][CH2:38][CH2:37][CH2:36][C@@H:35]5[CH3:40])=[N:32][N:33]=4)[CH:30]=3)[CH2:16][CH2:15]2)=[O:12])[N:7]([C:41]2[C:42]([CH2:53][O:54][Si:55]([CH:56]([CH3:57])[CH3:58])([CH:62]([CH3:63])[CH3:64])[CH:59]([CH3:60])[CH3:61])=[N:43][N:44]([CH2:46][CH2:47][N:66]([CH3:67])[CH3:65])[CH:45]=2)[N:6]=1)([CH3:3])([CH3:4])[CH3:2]. The catalyst class is: 1. (4) Reactant: [C:1]([O:5][C:6]([CH:8]1[CH2:12][CH2:11][CH2:10][N:9]1[C:13](=[O:36])[CH:14]([NH:19][C:20](=[O:35])[CH2:21][CH:22]1C2C=CC=CC=2[C:28]2[C:23]1=CC=[CH:26][CH:27]=2)[C:15]([CH3:18])([CH3:17])[CH3:16])=[O:7])([CH3:4])([CH3:3])[CH3:2].C(NCC)C.CCN(C(C)C)C(C)C.[CH3:51][O:52]C1C=CC(C(Cl)=O)=CC=1. Product: [C:1]([O:5][C:6]([CH:8]1[CH2:12][CH2:11][CH2:10][N:9]1[C:13](=[O:36])[CH:14]([NH:19][C:20](=[O:35])[C:21]1[CH:26]=[CH:27][C:28]([O:52][CH3:51])=[CH:23][CH:22]=1)[C:15]([CH3:16])([CH3:17])[CH3:18])=[O:7])([CH3:2])([CH3:3])[CH3:4]. The catalyst class is: 655. (5) Product: [F:25][C:22]1[CH:21]=[CH:20][C:19]([C:16]2[N:15]=[N:14][C:13]([O:9][CH:3]3[CH:4]4[CH2:7][CH2:8][N:1]([CH2:6][CH2:5]4)[CH2:2]3)=[CH:18][CH:17]=2)=[CH:24][CH:23]=1. The catalyst class is: 1. Reactant: [N:1]12[CH2:8][CH2:7][CH:4]([CH2:5][CH2:6]1)[CH:3]([OH:9])[CH2:2]2.[H-].[Na+].Cl[C:13]1[N:14]=[N:15][C:16]([C:19]2[CH:24]=[CH:23][C:22]([F:25])=[CH:21][CH:20]=2)=[CH:17][CH:18]=1. (6) Reactant: [CH2:1]([C:3]1[CH:4]=[N:5][C:6]([N:9]2[CH2:14][CH2:13][CH:12]([OH:15])[CH2:11][CH2:10]2)=[N:7][CH:8]=1)[CH3:2].CCN(CC)CC.[CH3:23][S:24](Cl)(=[O:26])=[O:25]. Product: [CH3:23][S:24]([O:15][CH:12]1[CH2:11][CH2:10][N:9]([C:6]2[N:7]=[CH:8][C:3]([CH2:1][CH3:2])=[CH:4][N:5]=2)[CH2:14][CH2:13]1)(=[O:26])=[O:25]. The catalyst class is: 34.